Dataset: Catalyst prediction with 721,799 reactions and 888 catalyst types from USPTO. Task: Predict which catalyst facilitates the given reaction. (1) Product: [F:22][C:11]1[CH:12]=[N:13][C:14]2[C:19]([C:10]=1[CH2:9][CH2:8][N:6]1[CH2:5][C@@H:4]([OH:23])[C@@H:3]([CH2:2][NH:1][C:35]([C:33]3[CH:32]=[CH:31][C:28]4[O:29][CH2:30][C:25](=[O:24])[NH:26][C:27]=4[N:34]=3)=[O:36])[CH2:7]1)=[N:18][C:17]([O:20][CH3:21])=[CH:16][CH:15]=2. Reactant: [NH2:1][CH2:2][C@H:3]1[CH2:7][N:6]([CH2:8][CH2:9][C:10]2[C:19]3[C:14](=[CH:15][CH:16]=[C:17]([O:20][CH3:21])[N:18]=3)[N:13]=[CH:12][C:11]=2[F:22])[CH2:5][C@H:4]1[OH:23].[O:24]=[C:25]1[CH2:30][O:29][C:28]2[CH:31]=[CH:32][C:33]([C:35](O)=[O:36])=[N:34][C:27]=2[NH:26]1.C(Cl)CCl.C1C=CC2N(O)N=NC=2C=1. The catalyst class is: 59. (2) Reactant: C(OC([N:8]1[CH2:13][CH2:12][N:11]([C:14]([CH:16]2[CH2:21][CH2:20][N:19]([C:22]3[CH:27]=[CH:26][C:25](=[O:28])[NH:24][N:23]=3)[CH2:18][CH2:17]2)=[O:15])[CH2:10][CH2:9]1)=O)(C)(C)C.[ClH:29]. Product: [ClH:29].[N:11]1([C:14]([CH:16]2[CH2:21][CH2:20][N:19]([C:22]3[CH:27]=[CH:26][C:25](=[O:28])[NH:24][N:23]=3)[CH2:18][CH2:17]2)=[O:15])[CH2:12][CH2:13][NH:8][CH2:9][CH2:10]1. The catalyst class is: 5. (3) Reactant: F[C:2]1[CH:19]=[CH:18][C:5]([C:6]([C:11]2[CH:16]=[CH:15][C:14](F)=[CH:13][CH:12]=2)([OH:10])[C:7]([OH:9])=[O:8])=[CH:4][CH:3]=1.[O-]CC.[Na+].[Na].CI. Product: [C:7]([OH:9])(=[O:8])[C:6]([C:11]1[CH:12]=[CH:13][CH:14]=[CH:15][CH:16]=1)([C:5]1[CH:18]=[CH:19][CH:2]=[CH:3][CH:4]=1)[OH:10]. The catalyst class is: 8. (4) Reactant: N1CCC[C@H]1C(O)=O.[N:9]1([C:15]([O:17][C:18]([CH3:21])([CH3:20])[CH3:19])=[O:16])[CH2:14][CH2:13][NH:12][CH2:11][CH2:10]1.[Br:22][C:23]1[CH:28]=[CH:27][CH:26]=[C:25](Br)[CH:24]=1.C(=O)([O-])[O-].[K+].[K+]. Product: [Br:22][C:23]1[CH:24]=[C:25]([N:12]2[CH2:13][CH2:14][N:9]([C:15]([O:17][C:18]([CH3:21])([CH3:20])[CH3:19])=[O:16])[CH2:10][CH2:11]2)[CH:26]=[CH:27][CH:28]=1. The catalyst class is: 156. (5) Reactant: [NH2:1][C:2]1[CH:3]=[N:4][CH:5]=[CH:6][C:7]=1[N:8]1[CH2:13][CH2:12][CH2:11][C@H:10]([NH:14][C:15](=[O:21])[O:16][C:17]([CH3:20])([CH3:19])[CH3:18])[CH2:9]1.[C:22]([O:26][C:27]([NH:29][C:30]1[S:38][C:37]2[C:32](=[N:33][CH:34]=[CH:35][CH:36]=2)[C:31]=1[C:39](O)=[O:40])=[O:28])([CH3:25])([CH3:24])[CH3:23].CN(C(ON1N=NC2C=CC=NC1=2)=[N+](C)C)C.F[P-](F)(F)(F)(F)F.CCN(C(C)C)C(C)C. Product: [C:17]([O:16][C:15]([NH:14][C@H:10]1[CH2:11][CH2:12][CH2:13][N:8]([C:7]2[CH:6]=[CH:5][N:4]=[CH:3][C:2]=2[NH:1][C:39]([C:31]2[C:32]3=[N:33][CH:34]=[CH:35][CH:36]=[C:37]3[S:38][C:30]=2[NH:29][C:27](=[O:28])[O:26][C:22]([CH3:24])([CH3:23])[CH3:25])=[O:40])[CH2:9]1)=[O:21])([CH3:18])([CH3:20])[CH3:19]. The catalyst class is: 3.